This data is from Forward reaction prediction with 1.9M reactions from USPTO patents (1976-2016). The task is: Predict the product of the given reaction. (1) Given the reactants Br[C:2]1[S:3][C:4]2[CH:10]=[C:9]([O:11][CH3:12])[CH:8]=[CH:7][C:5]=2[N:6]=1.[CH3:13][O:14][C:15]1[CH:20]=[CH:19][C:18](B(O)O)=[CH:17][CH:16]=1.[F-].[Cs+].Cl, predict the reaction product. The product is: [CH3:12][O:11][C:9]1[CH:8]=[CH:7][C:5]2[N:6]=[C:2]([C:18]3[CH:19]=[CH:20][C:15]([O:14][CH3:13])=[CH:16][CH:17]=3)[S:3][C:4]=2[CH:10]=1. (2) Given the reactants C[O:2][C:3]1[CH:11]=[C:10]2[C:6]([C:7]([C:14]([OH:16])=O)=[C:8]([CH3:13])[N:9]2[CH3:12])=[CH:5][CH:4]=1.B(Br)(Br)Br, predict the reaction product. The product is: [CH:8]([NH:9][C:14]([C:7]1[C:6]2[C:10](=[CH:11][C:3]([OH:2])=[CH:4][CH:5]=2)[N:9]([CH3:12])[C:8]=1[CH3:13])=[O:16])([CH3:13])[CH3:7]. (3) Given the reactants [CH3:1][O:2][C:3](=[O:15])[CH2:4][C:5]1[CH:10]=[CH:9][C:8]([O:11][CH3:12])=[C:7]([O:13][CH3:14])[CH:6]=1.CO[C:18]1C=C(CC#N)C=[CH:22][C:23]=1OC.Cl[C:30]([O:32][CH2:33][CH3:34])=[O:31].[Br:35]C(C)C.C([N-]C(C)C)(C)C.[Li+].C[Si]([N-][Si](C)(C)C)(C)C.[Na+].[H-].[Na+], predict the reaction product. The product is: [Br:35][CH2:22][CH2:23][CH2:18][C:4]([C:5]1[CH:10]=[CH:9][C:8]([O:11][CH3:12])=[C:7]([O:13][CH3:14])[CH:6]=1)([C:3]([O:2][CH3:1])=[O:15])[C:30]([O:32][CH2:33][CH3:34])=[O:31]. (4) The product is: [OH:2][C:3]1[CH:4]=[C:5]([C:10]([C@@H:12]2[C@:21]3([CH3:22])[C@H:16]([C:17]([CH3:23])([CH3:24])[CH2:18][CH2:19][CH2:20]3)[CH2:15][CH:14]([C:25]([NH2:27])=[O:26])[C@H:13]2[CH3:28])=[O:11])[CH:6]=[C:7]([CH3:9])[CH:8]=1. Given the reactants C[O:2][C:3]1[CH:4]=[C:5]([C:10]([C@@H:12]2[C@:21]3([CH3:22])[C@H:16]([C:17]([CH3:24])([CH3:23])[CH2:18][CH2:19][CH2:20]3)[CH2:15][CH:14]([C:25]([NH2:27])=[O:26])[CH:13]2[CH3:28])=[O:11])[CH:6]=[C:7]([CH3:9])[CH:8]=1.B(Br)(Br)Br.CO, predict the reaction product. (5) Given the reactants [CH3:1][C:2]1[CH:7]=[CH:6][CH:5]=[C:4]([CH3:8])[C:3]=1Cl.P.C([O-])([O-])=O.[Cs+].[Cs+].[CH3:17][C:18]([CH3:20])=[O:19], predict the reaction product. The product is: [CH3:1][C:2]1[CH:7]=[CH:6][CH:5]=[C:4]([CH3:8])[C:3]=1[CH2:17][C:18](=[O:19])[CH3:20].